Dataset: Reaction yield outcomes from USPTO patents with 853,638 reactions. Task: Predict the reaction yield, written as a fraction of the theoretical maximum amount of product (1.0 means a 100% yield; for example, 0.34 means a 34% yield). (1) The reactants are CC1C=CC(S(O[CH2:12][C@@H:13]2[O:18][C:17]3[C:19]([O:23][CH3:24])=[CH:20][CH:21]=[CH:22][C:16]=3[O:15][CH2:14]2)(=O)=O)=CC=1.[F:25][C:26]1[CH:27]=[C:28]2[C:32](=[CH:33][CH:34]=1)[NH:31][CH:30]=[C:29]2[C@@H:35]1[CH2:39][CH2:38][C@H:37]([NH2:40])[CH2:36]1.[OH-].[Na+]. The product is [F:25][C:26]1[CH:27]=[C:28]2[C:32](=[CH:33][CH:34]=1)[NH:31][CH:30]=[C:29]2[C@@H:35]1[CH2:39][CH2:38][C@H:37]([NH:40][CH2:12][C@@H:13]2[O:18][C:17]3[C:19]([O:23][CH3:24])=[CH:20][CH:21]=[CH:22][C:16]=3[O:15][CH2:14]2)[CH2:36]1. The yield is 0.480. The catalyst is CS(C)=O. (2) The reactants are [CH2:1]([NH:8][CH2:9][C:10]1[CH:15]=[CH:14][CH:13]=[CH:12][CH:11]=1)[C:2]1[CH:7]=[CH:6][CH:5]=[CH:4][CH:3]=1.[Cl-].[Li+].[CH2:18]([C@H:20]1[O:22][CH2:21]1)[Cl:19]. The catalyst is C1(C)C=CC=CC=1. The product is [Cl:19][CH2:18][C@@H:20]([OH:22])[CH2:21][N:8]([CH2:1][C:2]1[CH:7]=[CH:6][CH:5]=[CH:4][CH:3]=1)[CH2:9][C:10]1[CH:15]=[CH:14][CH:13]=[CH:12][CH:11]=1. The yield is 0.900. (3) The reactants are [C:1]1([OH:7])[CH:6]=[CH:5][CH:4]=[CH:3][CH:2]=1.C(=O)([O-])[O-].[K+].[K+].Br[CH2:15][CH2:16][CH2:17][CH3:18]. The catalyst is CC(C)=O. The product is [CH2:15]([O:7][C:1]1[CH:6]=[CH:5][CH:4]=[CH:3][CH:2]=1)[CH2:16][CH2:17][CH3:18]. The yield is 0.900. (4) The reactants are C1(P(C2C=CC=CC=2)C2C=CC=CC=2)C=CC=CC=1.BrN1C(=O)CCC1=O.[Cl:28][C:29]1[CH:34]=[CH:33][C:32]([CH:35]([CH2:39][CH:40]2[CH2:44][CH2:43][CH2:42][CH2:41]2)[C:36]([OH:38])=O)=[CH:31][C:30]=1[N+:45]([O-:47])=[O:46].[NH2:48][C:49]1[CH:54]=[CH:53][CH:52]=[CH:51][N:50]=1. The catalyst is C(Cl)Cl. The product is [Cl:28][C:29]1[CH:34]=[CH:33][C:32]([CH:35]([CH2:39][CH:40]2[CH2:44][CH2:43][CH2:42][CH2:41]2)[C:36]([NH:48][C:49]2[CH:54]=[CH:53][CH:52]=[CH:51][N:50]=2)=[O:38])=[CH:31][C:30]=1[N+:45]([O-:47])=[O:46]. The yield is 0.480. (5) The reactants are [C:1]([O:5][C:6]([NH:8][CH2:9][CH2:10][O:11][C:12]1[CH:21]=[C:20]([F:22])[CH:19]=[CH:18][C:13]=1[C:14]([O:16]C)=[O:15])=[O:7])([CH3:4])([CH3:3])[CH3:2].C1COCC1.[OH-].[Li+].C(O)(=O)CC(CC(O)=O)(C(O)=O)O. The catalyst is [Cl-].[Na+].O.CO. The product is [C:1]([O:5][C:6]([NH:8][CH2:9][CH2:10][O:11][C:12]1[CH:21]=[C:20]([F:22])[CH:19]=[CH:18][C:13]=1[C:14]([OH:16])=[O:15])=[O:7])([CH3:4])([CH3:2])[CH3:3]. The yield is 0.980. (6) The reactants are [F:1][C:2]1[C:10]2[C:5](=[C:6]([N:11]([CH3:20])[S:12]([C:15]3[S:16][CH:17]=[CH:18][CH:19]=3)(=[O:14])=[O:13])[CH:7]=[CH:8][CH:9]=2)[NH:4][C:3]=1[C:21]1[S:22][CH:23]([CH2:26][C:27]([OH:29])=O)[CH2:24][N:25]=1.Cl.C([N:33]=C=NCCCN(C)C)C.O.ON1C2C=CC=CC=2N=N1.N. The catalyst is O1CCCC1.C(#N)C.C(OCC)(=O)C. The product is [F:1][C:2]1[C:10]2[C:5](=[C:6]([N:11]([CH3:20])[S:12]([C:15]3[S:16][CH:17]=[CH:18][CH:19]=3)(=[O:13])=[O:14])[CH:7]=[CH:8][CH:9]=2)[NH:4][C:3]=1[C:21]1[S:22][CH:23]([CH2:26][C:27]([NH2:33])=[O:29])[CH2:24][N:25]=1. The yield is 0.530. (7) The product is [Cl:1][C:2]1[C:11]2[C:6](=[CH:7][CH:8]=[C:9]([C:12]([O:13][CH2:23][CH3:24])=[O:17])[CH:10]=2)[CH:5]=[CH:4][N:3]=1. The yield is 0.960. The catalyst is O1CCCC1. The reactants are [Cl:1][C:2]1[C:11]2[C:6](=[CH:7][CH:8]=[C:9]([C:12](Cl)=[O:13])[CH:10]=2)[CH:5]=[CH:4][N:3]=1.C([OH:17])C.C(N([CH2:23][CH3:24])CC)C. (8) The reactants are [CH3:1][C:2]1[N:6]([CH:7]([CH2:11][CH3:12])[C:8]([OH:10])=O)[N:5]=[C:4]([C:13]([F:16])([F:15])[F:14])[CH:3]=1.CN(C(ON1N=NC2C=CC=NC1=2)=[N+](C)C)C.F[P-](F)(F)(F)(F)F.C(N(C(C)C)CC)(C)C.[F:50][C:51]1[CH:56]=[CH:55][C:54]([N:57]2[C:65]3[CH2:64][CH2:63][CH2:62][NH:61][C:60]=3[CH:59]=[N:58]2)=[CH:53][CH:52]=1. The catalyst is O.C(OCC)(=O)C.CN(C)C=O. The product is [F:50][C:51]1[CH:52]=[CH:53][C:54]([N:57]2[C:65]3[CH2:64][CH2:63][CH2:62][N:61]([C:8](=[O:10])[CH:7]([N:6]4[C:2]([CH3:1])=[CH:3][C:4]([C:13]([F:16])([F:15])[F:14])=[N:5]4)[CH2:11][CH3:12])[C:60]=3[CH:59]=[N:58]2)=[CH:55][CH:56]=1. The yield is 0.920.